Dataset: Forward reaction prediction with 1.9M reactions from USPTO patents (1976-2016). Task: Predict the product of the given reaction. (1) Given the reactants [CH3:1][N:2]([CH3:13])[C:3]1[CH:11]=[C:10]2[C:6]([CH2:7][CH2:8][C:9]2=O)=[CH:5][CH:4]=1.[NH2:14][OH:15].Cl.C([O-])(=O)C.[Na+], predict the reaction product. The product is: [CH3:1][N:2]([CH3:13])[C:3]1[CH:11]=[C:10]2[C:6]([CH2:7][CH2:8][C:9]2=[N:14][OH:15])=[CH:5][CH:4]=1. (2) Given the reactants C(O[C:6](=O)[NH:7][C:8]1[CH:13]=[C:12]([N:14]2[CH2:19][CH2:18][O:17][CH2:16][CH2:15]2)[CH:11]=[C:10]([CH2:20][S:21][C:22]2[O:23][C:24]([CH2:28][CH3:29])=[C:25]([CH3:27])[N:26]=2)[N:9]=1)(C)(C)C.[H-].[Na+].BrC[CH2:35][O:36][Si](C(C)(C)C)(C)C.O, predict the reaction product. The product is: [CH2:28]([C:24]1[O:23][C:22]([S:21][CH2:20][C:10]2[N:9]=[C:8]([NH:7][CH2:6][CH2:35][OH:36])[CH:13]=[C:12]([N:14]3[CH2:15][CH2:16][O:17][CH2:18][CH2:19]3)[CH:11]=2)=[N:26][C:25]=1[CH3:27])[CH3:29]. (3) Given the reactants [CH2:1]([N:3]1[C:8](=[O:9])[C:7]2[C:10]([CH3:18])=[C:11]([C:13]3[O:14][CH2:15][CH2:16][N:17]=3)[S:12][C:6]=2[NH:5][C:4]1=[O:19])[CH3:2].ClC1C(=O)C(C#N)=C(C#N)C(=O)C=1Cl, predict the reaction product. The product is: [CH2:1]([N:3]1[C:8](=[O:9])[C:7]2[C:10]([CH3:18])=[C:11]([C:13]3[O:14][CH:15]=[CH:16][N:17]=3)[S:12][C:6]=2[NH:5][C:4]1=[O:19])[CH3:2].